Task: Predict the product of the given reaction.. Dataset: Forward reaction prediction with 1.9M reactions from USPTO patents (1976-2016) Given the reactants [OH:1][CH2:2][CH:3]1[O:7][C:6](=[O:8])[N:5]([CH:9]([CH3:11])C)[CH2:4]1.[F:12][C:13]1[CH:18]=[CH:17][C:16](CCN)=[CH:15][CH:14]=1.C(N)(C)C, predict the reaction product. The product is: [F:12][C:13]1[CH:18]=[CH:17][C:16]([CH2:11][CH2:9][N:5]2[CH2:4][CH:3]([CH2:2][OH:1])[O:7][C:6]2=[O:8])=[CH:15][CH:14]=1.